Dataset: Full USPTO retrosynthesis dataset with 1.9M reactions from patents (1976-2016). Task: Predict the reactants needed to synthesize the given product. (1) Given the product [CH2:1]([C:3]1[N:4]([S:16]([C:13]2[CH:12]=[CH:11][C:10]([C:9]([F:8])([F:20])[F:21])=[CH:15][CH:14]=2)(=[O:18])=[O:17])[CH:5]=[CH:6][CH:7]=1)[CH3:2], predict the reactants needed to synthesize it. The reactants are: [CH2:1]([C:3]1[NH:4][CH:5]=[CH:6][CH:7]=1)[CH3:2].[F:8][C:9]([F:21])([F:20])[C:10]1[CH:15]=[CH:14][C:13]([S:16](Cl)(=[O:18])=[O:17])=[CH:12][CH:11]=1.[H-].[Na+]. (2) Given the product [CH3:11][O:12][CH:13]1[CH2:14][CH2:15][CH:16]([CH:19]2[CH2:24][CH2:23][C:22](=[O:25])[CH2:21][CH2:20]2)[CH2:17][CH2:18]1, predict the reactants needed to synthesize it. The reactants are: C(Cl)(=O)C(Cl)=O.CS(C)=O.[CH3:11][O:12][CH:13]1[CH2:18][CH2:17][CH:16]([CH:19]2[CH2:24][CH2:23][CH:22]([OH:25])[CH2:21][CH2:20]2)[CH2:15][CH2:14]1.[Cl-].[NH4+]. (3) Given the product [CH3:37][C@H:36]([NH:38][C:11]([C@@H:10]([NH:9][C:7]([N:1]1[CH2:6][CH2:5][O:4][CH2:3][CH2:2]1)=[O:8])[CH2:14][S:15]([CH2:18][C:19]1[CH:24]=[CH:23][CH:22]=[CH:21][CH:20]=1)(=[O:17])=[O:16])=[O:13])[CH2:35][NH:34][C:31]1[CH:30]=[CH:29][C:28]([O:27][C:26]([F:25])([F:39])[F:40])=[CH:33][CH:32]=1, predict the reactants needed to synthesize it. The reactants are: [N:1]1([C:7]([NH:9][C@@H:10]([CH2:14][S:15]([CH2:18][C:19]2[CH:24]=[CH:23][CH:22]=[CH:21][CH:20]=2)(=[O:17])=[O:16])[C:11]([OH:13])=O)=[O:8])[CH2:6][CH2:5][O:4][CH2:3][CH2:2]1.[F:25][C:26]([F:40])([F:39])[O:27][C:28]1[CH:33]=[CH:32][C:31]([NH:34][CH2:35][C@@H:36]([NH2:38])[CH3:37])=[CH:30][CH:29]=1.C(Cl)CCl.C1C=CC2N(O)N=NC=2C=1.CN1CCOCC1. (4) Given the product [CH:42]([N:55]1[CH2:56][CH:57]([C:59]2([OH:65])[CH2:64][CH2:63][N:62]([C:6]([C:2]3[S:1][CH:5]=[CH:4][N:3]=3)=[O:8])[CH2:61][CH2:60]2)[CH2:58]1)([C:43]1[CH:44]=[CH:45][CH:46]=[CH:47][CH:48]=1)[C:49]1[CH:54]=[CH:53][CH:52]=[CH:51][CH:50]=1, predict the reactants needed to synthesize it. The reactants are: [S:1]1[CH:5]=[CH:4][N:3]=[C:2]1[C:6]([OH:8])=O.CCN(C(C)C)C(C)C.CN(C(ON1N=NC2C=CC=CC1=2)=[N+](C)C)C.F[P-](F)(F)(F)(F)F.[CH:42]([N:55]1[CH2:58][CH:57]([C:59]2([OH:65])[CH2:64][CH2:63][NH:62][CH2:61][CH2:60]2)[CH2:56]1)([C:49]1[CH:54]=[CH:53][CH:52]=[CH:51][CH:50]=1)[C:43]1[CH:48]=[CH:47][CH:46]=[CH:45][CH:44]=1.